This data is from Forward reaction prediction with 1.9M reactions from USPTO patents (1976-2016). The task is: Predict the product of the given reaction. (1) Given the reactants [F:1][C:2]1[CH:11]=[C:10]([CH3:12])[CH:9]=[C:8]2[C:3]=1[CH2:4][CH2:5][CH2:6][C:7]2=O.CN(C)[CH:16]=[O:17].P(Br)(Br)[Br:20], predict the reaction product. The product is: [Br:20][C:7]1[C:8]2[C:3](=[C:2]([F:1])[CH:11]=[C:10]([CH3:12])[CH:9]=2)[CH2:4][CH2:5][C:6]=1[CH:16]=[O:17]. (2) Given the reactants [C:1]([O:5][C:6]([N:8]1[CH:17]([CH3:18])[CH2:16][C:15]2[C:14](Cl)=[N:13][CH:12]=[N:11][C:10]=2[CH2:9]1)=[O:7])([CH3:4])([CH3:3])[CH3:2].[OH:20][C:21]1[CH:22]=[C:23]2[C:27](=[CH:28][CH:29]=1)[NH:26][CH:25]=[CH:24]2.C1CCN2C(=NCCC2)CC1, predict the reaction product. The product is: [C:1]([O:5][C:6]([N:8]1[CH:17]([CH3:18])[CH2:16][C:15]2[C:14]([O:20][C:21]3[CH:22]=[C:23]4[C:27](=[CH:28][CH:29]=3)[NH:26][CH:25]=[CH:24]4)=[N:13][CH:12]=[N:11][C:10]=2[CH2:9]1)=[O:7])([CH3:4])([CH3:3])[CH3:2].